Dataset: Reaction yield outcomes from USPTO patents with 853,638 reactions. Task: Predict the reaction yield, written as a fraction of the theoretical maximum amount of product (1.0 means a 100% yield; for example, 0.34 means a 34% yield). (1) The product is [Br:1][C:2]1[CH:3]=[C:4]2[C:9](=[CH:10][CH:11]=1)[N:8]([C:12](=[O:14])[CH3:13])[C@@H:7]([CH3:15])[CH2:6][N:5]2[C:30]([C:26]1[O:25][CH:29]=[CH:28][CH:27]=1)=[O:31]. The yield is 0.860. The catalyst is ClCCCl. The reactants are [Br:1][C:2]1[CH:3]=[C:4]2[C:9](=[CH:10][CH:11]=1)[N:8]([C:12](=[O:14])[CH3:13])[C@@H:7]([CH3:15])[CH2:6][NH:5]2.C(N(CC)C(C)C)(C)C.[O:25]1[CH:29]=[CH:28][CH:27]=[C:26]1[C:30](Cl)=[O:31]. (2) The reactants are [O:1]=[S:2]1(=[O:50])[CH2:7][CH2:6][N:5]([CH2:8][CH2:9][NH:10][C@:11]23[CH2:46][CH2:45][C@@H:44]([C:47]([CH3:49])=[CH2:48])[C@@H:12]2[C@@H:13]2[C@@:26]([CH3:29])([CH2:27][CH2:28]3)[C@@:25]3([CH3:30])[C@@H:16]([C@:17]4([CH3:43])[C@@H:22]([CH2:23][CH2:24]3)[C:21]([CH3:32])([CH3:31])[C:20]([C:33]3[CH:42]=[CH:41][C:36]([C:37]([O:39]C)=[O:38])=[CH:35][CH:34]=3)=[CH:19][CH2:18]4)[CH2:15][CH2:14]2)[CH2:4][CH2:3]1.[OH-].[Na+]. The catalyst is O1CCOCC1. The product is [O:50]=[S:2]1(=[O:1])[CH2:7][CH2:6][N:5]([CH2:8][CH2:9][NH:10][C@:11]23[CH2:46][CH2:45][C@@H:44]([C:47]([CH3:49])=[CH2:48])[C@@H:12]2[C@@H:13]2[C@@:26]([CH3:29])([CH2:27][CH2:28]3)[C@@:25]3([CH3:30])[C@@H:16]([C@:17]4([CH3:43])[C@@H:22]([CH2:23][CH2:24]3)[C:21]([CH3:32])([CH3:31])[C:20]([C:33]3[CH:42]=[CH:41][C:36]([C:37]([OH:39])=[O:38])=[CH:35][CH:34]=3)=[CH:19][CH2:18]4)[CH2:15][CH2:14]2)[CH2:4][CH2:3]1. The yield is 0.390.